This data is from Forward reaction prediction with 1.9M reactions from USPTO patents (1976-2016). The task is: Predict the product of the given reaction. (1) Given the reactants [CH:1]1([CH2:4][O:5][C:6]2[CH:11]=[CH:10][C:9]([C:12]3([CH3:17])OCC[O:13]3)=[CH:8][C:7]=2[C:18]2[C:19]3[NH:26][C:25]([CH3:27])=[C:24]([C:28]([NH:30][CH:31]4[CH2:36][CH2:35][N:34](C(OC(C)(C)C)=O)[CH2:33][CH2:32]4)=[O:29])[C:20]=3[N:21]=[CH:22][N:23]=2)[CH2:3][CH2:2]1.[ClH:44], predict the reaction product. The product is: [ClH:44].[C:12]([C:9]1[CH:10]=[CH:11][C:6]([O:5][CH2:4][CH:1]2[CH2:2][CH2:3]2)=[C:7]([C:18]2[C:19]3[NH:26][C:25]([CH3:27])=[C:24]([C:28]([NH:30][CH:31]4[CH2:36][CH2:35][NH:34][CH2:33][CH2:32]4)=[O:29])[C:20]=3[N:21]=[CH:22][N:23]=2)[CH:8]=1)(=[O:13])[CH3:17]. (2) Given the reactants [CH3:1][O:2][C:3]1[CH:8]=[CH:7][CH:6]=[CH:5][C:4]=1[N:9]1[CH2:14][CH2:13][C:12]([CH2:23][OH:24])([C:15]2[CH:20]=[CH:19][CH:18]=[C:17]([O:21][CH3:22])[CH:16]=2)[CH2:11][CH2:10]1.C(N(CC)CC)C.[CH3:32][S:33](Cl)(=[O:35])=[O:34], predict the reaction product. The product is: [CH3:32][S:33]([O:24][CH2:23][C:12]1([C:15]2[CH:20]=[CH:19][CH:18]=[C:17]([O:21][CH3:22])[CH:16]=2)[CH2:13][CH2:14][N:9]([C:4]2[CH:5]=[CH:6][CH:7]=[CH:8][C:3]=2[O:2][CH3:1])[CH2:10][CH2:11]1)(=[O:35])=[O:34]. (3) Given the reactants [Cl:1][CH2:2][C:3]1[CH:12]=[CH:11][C:10]2[C:5](=[CH:6][CH:7]=[CH:8][CH:9]=2)[CH:4]=1.[CH3:13][N:14]([CH2:16][CH2:17][CH2:18][CH2:19][CH2:20][CH2:21][CH2:22][CH2:23][CH2:24][CH2:25][CH2:26][CH2:27][CH2:28][CH2:29][CH2:30][CH2:31][CH2:32][CH3:33])[CH3:15], predict the reaction product. The product is: [Cl-:1].[CH3:13][N+:14]([CH3:15])([CH2:2][C:3]1[CH:12]=[CH:11][C:10]2[C:5](=[CH:6][CH:7]=[CH:8][CH:9]=2)[CH:4]=1)[CH2:16][CH2:17][CH2:18][CH2:19][CH2:20][CH2:21][CH2:22][CH2:23][CH2:24][CH2:25][CH2:26][CH2:27][CH2:28][CH2:29][CH2:30][CH2:31][CH2:32][CH3:33]. (4) Given the reactants [Cl:1][C:2]1[CH:3]=[N:4][C:5]([N:11]2[CH2:14][CH:13]([O:15][C:16]3[CH:21]=[CH:20][CH:19]=[C:18]([O:22][C:23]([F:26])([F:25])[F:24])[CH:17]=3)[CH2:12]2)=[C:6]([CH:10]=1)[C:7](O)=[O:8].Cl.[NH2:28][C:29]1([C:32]2[CH:41]=[CH:40][C:35]([C:36]([O:38][CH3:39])=[O:37])=[CH:34][CH:33]=2)[CH2:31][CH2:30]1, predict the reaction product. The product is: [Cl:1][C:2]1[CH:3]=[N:4][C:5]([N:11]2[CH2:12][CH:13]([O:15][C:16]3[CH:21]=[CH:20][CH:19]=[C:18]([O:22][C:23]([F:24])([F:26])[F:25])[CH:17]=3)[CH2:14]2)=[C:6]([CH:10]=1)[C:7]([NH:28][C:29]1([C:32]2[CH:41]=[CH:40][C:35]([C:36]([O:38][CH3:39])=[O:37])=[CH:34][CH:33]=2)[CH2:31][CH2:30]1)=[O:8]. (5) Given the reactants [CH3:1][O:2][C:3]1[CH:4]=[CH:5][C:6]2[CH:10]=[CH:9][S:8][C:7]=2[CH:11]=1.[Li]CCCC.[C:17]([O:21][C:22]([N:24]1[CH2:29][CH2:28][C:27](=[O:30])[CH2:26][CH:25]1[CH3:31])=[O:23])([CH3:20])([CH3:19])[CH3:18], predict the reaction product. The product is: [C:17]([O:21][C:22]([N:24]1[CH2:29][CH2:28][C:27]([C:9]2[S:8][C:7]3[CH:11]=[C:3]([O:2][CH3:1])[CH:4]=[CH:5][C:6]=3[CH:10]=2)([OH:30])[CH2:26][CH:25]1[CH3:31])=[O:23])([CH3:20])([CH3:18])[CH3:19].